Dataset: Full USPTO retrosynthesis dataset with 1.9M reactions from patents (1976-2016). Task: Predict the reactants needed to synthesize the given product. The reactants are: COC(C1C=C(O)C2C(=C(OCC3C=CC=CC=3)C=CC=2Br)N=1)=O.[CH3:25][O:26][C:27]([C:29]1[CH:38]=[C:37]([CH2:39][CH2:40][CH:41]([NH2:50])[C:42](=[O:49])[C:43]2[CH:48]=[CH:47][CH:46]=[CH:45][CH:44]=2)[C:36]2[C:31](=[C:32]([O:51]CC3C=CC=CC=3)[CH:33]=[CH:34][CH:35]=2)[N:30]=1)=[O:28]. Given the product [CH3:25][O:26][C:27]([C:29]1[CH:38]=[C:37]([CH2:39][CH2:40][CH:41]([NH2:50])[C:42](=[O:49])[C:43]2[CH:48]=[CH:47][CH:46]=[CH:45][CH:44]=2)[C:36]2[C:31](=[C:32]([OH:51])[CH:33]=[CH:34][CH:35]=2)[N:30]=1)=[O:28], predict the reactants needed to synthesize it.